This data is from Reaction yield outcomes from USPTO patents with 853,638 reactions. The task is: Predict the reaction yield, written as a fraction of the theoretical maximum amount of product (1.0 means a 100% yield; for example, 0.34 means a 34% yield). (1) The reactants are [CH3:1][O:2][C:3]1[CH:8]=[C:7]([O:9][CH3:10])[N:6]=[C:5]([CH2:11][C:12](=O)[CH3:13])[N:4]=1.[C:15]1([NH:21]N)[CH:20]=[CH:19][CH:18]=[CH:17][CH:16]=1.C(OCC)(=O)C.O. The catalyst is C1(C)C=CC=CC=1.[Cl-].[Zn+2].[Cl-]. The product is [CH3:1][O:2][C:3]1[CH:8]=[C:7]([O:9][CH3:10])[N:6]=[C:5]([C:11]2[C:20]3[C:15](=[CH:16][CH:17]=[CH:18][CH:19]=3)[NH:21][C:12]=2[CH3:13])[N:4]=1. The yield is 0.620. (2) The reactants are C([O:3][C:4](=O)[CH2:5][CH:6]1[S:10][C:9]([C:11]2[NH:12][C:13]3[C:18]([CH:19]=2)=[CH:17][C:16]([O:20][C:21]2[CH:22]=[N:23][C:24]([CH2:27][O:28][CH3:29])=[CH:25][CH:26]=2)=[CH:15][C:14]=3[O:30][CH:31]2[CH2:36][CH2:35][O:34][CH2:33][CH2:32]2)=[N:8][CH2:7]1)C.[BH4-].[Li+].O. The catalyst is O1CCCC1.CO.CCCCCC.C(OCC)(=O)C. The product is [CH3:29][O:28][CH2:27][C:24]1[N:23]=[CH:22][C:21]([O:20][C:16]2[CH:17]=[C:18]3[C:13](=[C:14]([O:30][CH:31]4[CH2:36][CH2:35][O:34][CH2:33][CH2:32]4)[CH:15]=2)[NH:12][C:11]([C:9]2[S:10][CH:6]([CH2:5][CH2:4][OH:3])[CH2:7][N:8]=2)=[CH:19]3)=[CH:26][CH:25]=1. The yield is 0.260. (3) The reactants are [Br-].[CH3:2][N:3]([CH3:25])[CH2:4][CH2:5][P+](C1C=CC=CC=1)(C1C=CC=CC=1)C1C=CC=CC=1.[Li][CH2:27]CCC.[F:31][C:32]1[CH:49]=[C:48]([N+:50]([O-:52])=[O:51])[CH:47]=[CH:46][C:33]=1[O:34][C:35]1[CH:40]=[CH:39][N:38]=[C:37]2[CH:41]=[C:42]([CH:44]=O)[S:43][C:36]=12.O. The catalyst is C1COCC1. The product is [F:31][C:32]1[CH:49]=[C:48]([N+:50]([O-:52])=[O:51])[CH:47]=[CH:46][C:33]=1[O:34][C:35]1[CH:40]=[CH:39][N:38]=[C:37]2[CH:41]=[C:42]([CH:44]=[CH:27][CH2:5][CH2:4][N:3]([CH3:25])[CH3:2])[S:43][C:36]=12. The yield is 0.780. (4) The reactants are [Cl:1][C:2]1[N:3]=[C:4](Cl)[C:5]2[CH:10]=[CH:9][NH:8][C:6]=2[N:7]=1.[CH3:12][S-:13].[Na+].O. The catalyst is CS(C)=O. The product is [Cl:1][C:2]1[N:3]=[C:4]([S:13][CH3:12])[C:5]2[CH:10]=[CH:9][NH:8][C:6]=2[N:7]=1. The yield is 0.940. (5) The reactants are [F:1][C:2]1[CH:7]=[C:6]([C:8]2[CH:13]=[CH:12][CH:11]=[C:10]([CH3:14])[N:9]=2)[CH:5]=[CH:4][C:3]=1[CH2:15][N:16]1[CH2:21][CH2:20][N:19](C(OC(C)(C)C)=O)[CH2:18][CH2:17]1.FC(F)(F)C(O)=O. The catalyst is ClCCl. The product is [F:1][C:2]1[CH:7]=[C:6]([C:8]2[CH:13]=[CH:12][CH:11]=[C:10]([CH3:14])[N:9]=2)[CH:5]=[CH:4][C:3]=1[CH2:15][N:16]1[CH2:17][CH2:18][NH:19][CH2:20][CH2:21]1. The yield is 0.860. (6) The product is [OH:29][CH2:28][C:27]1[C:26]([C:4]2[CH:5]=[C:6]([NH:9][C:10]3[CH:15]=[CH:14][C:13]([N:16]4[CH2:17][CH2:18][N:19]([CH:22]5[CH2:25][O:24][CH2:23]5)[CH2:20][CH2:21]4)=[CH:12][N:11]=3)[C:7](=[O:8])[N:2]([CH3:1])[CH:3]=2)=[CH:33][N:32]=[CH:31][C:30]=1[N:34]1[CH2:46][CH2:45][N:37]2[C:38]3[CH2:39][CH2:40][CH2:41][CH2:42][C:43]=3[CH:44]=[C:36]2[C:35]1=[O:47]. The catalyst is CO. The reactants are [CH3:1][N:2]1[C:7](=[O:8])[C:6]([NH:9][C:10]2[CH:15]=[CH:14][C:13]([N:16]3[CH2:21][CH2:20][N:19]([CH:22]4[CH2:25][O:24][CH2:23]4)[CH2:18][CH2:17]3)=[CH:12][N:11]=2)=[CH:5][C:4]([C:26]2[CH:33]=[N:32][CH:31]=[C:30]([N:34]3[CH2:46][CH2:45][N:37]4[C:38]5[CH2:39][CH2:40][CH2:41][CH2:42][C:43]=5[CH:44]=[C:36]4[C:35]3=[O:47])[C:27]=2[CH:28]=[O:29])=[CH:3]1.[BH4-].[Na+]. The yield is 0.400. (7) The reactants are [F:1][C:2]1([F:46])[CH2:7][CH2:6][CH:5]([C:8]2[C:17]3[C@@H:16]([OH:18])[CH2:15][C:14]([CH3:20])([CH3:19])[CH2:13][C:12]=3[N:11]=[C:10]([CH:21]3[CH2:26][CH2:25][N:24]([C:27]4[N:32]=[CH:31][C:30]([OH:33])=[CH:29][N:28]=4)[CH2:23][CH2:22]3)[C:9]=2[C@@H:34]([F:45])[C:35]2[CH:40]=[CH:39][C:38]([C:41]([F:44])([F:43])[F:42])=[CH:37][CH:36]=2)[CH2:4][CH2:3]1.C1(C)C=CC(S(O[CH2:57][C@@H:58]2[CH2:62][O:61][C:60]([CH3:64])([CH3:63])[O:59]2)(=O)=O)=CC=1.C(=O)([O-])[O-].[K+].[K+].O. The catalyst is CN(C)C=O. The product is [F:46][C:2]1([F:1])[CH2:3][CH2:4][CH:5]([C:8]2[C:17]3[C@@H:16]([OH:18])[CH2:15][C:14]([CH3:19])([CH3:20])[CH2:13][C:12]=3[N:11]=[C:10]([CH:21]3[CH2:22][CH2:23][N:24]([C:27]4[N:32]=[CH:31][C:30]([O:33][CH2:57][C@@H:58]5[CH2:62][O:61][C:60]([CH3:64])([CH3:63])[O:59]5)=[CH:29][N:28]=4)[CH2:25][CH2:26]3)[C:9]=2[C@@H:34]([F:45])[C:35]2[CH:36]=[CH:37][C:38]([C:41]([F:43])([F:42])[F:44])=[CH:39][CH:40]=2)[CH2:6][CH2:7]1. The yield is 0.820.